Dataset: Catalyst prediction with 721,799 reactions and 888 catalyst types from USPTO. Task: Predict which catalyst facilitates the given reaction. (1) Reactant: [CH2:1]([CH:9]1[C:17]([C:19]([F:22])([F:21])[F:20])(O)[C:16]2[C:11]3=[C:12]([O:23][CH2:24][CH2:25][N:10]13)[CH:13]=[CH:14][CH:15]=2)[CH2:2][C:3]1[CH:8]=[CH:7][CH:6]=[CH:5][CH:4]=1.S(Cl)(Cl)=O. Product: [CH2:1]([C:9]1[N:10]2[CH2:25][CH2:24][O:23][C:12]3[CH:13]=[CH:14][CH:15]=[C:16]([C:17]=1[C:19]([F:22])([F:20])[F:21])[C:11]2=3)[CH2:2][C:3]1[CH:4]=[CH:5][CH:6]=[CH:7][CH:8]=1. The catalyst class is: 17. (2) Reactant: [C:1]([O:5][C:6](=[O:35])[NH:7][C@H:8]([CH2:25][C:26]1[CH:31]=[C:30]([F:32])[C:29]([F:33])=[CH:28][C:27]=1[F:34])[CH2:9][C:10](=[O:24])[N:11]1[CH2:16][CH2:15][N:14]2[C:17]([C:20]([F:23])([F:22])[F:21])=[N:18][CH:19]=[C:13]2[CH2:12]1)([CH3:4])([CH3:3])[CH3:2].[Br:36]N1C(=O)CCC1=O.C(=O)([O-])[O-].[K+].[K+].C(OC(OC(C)(C)C)=O)(OC(C)(C)C)=O. Product: [C:1]([O:5][C:6](=[O:35])[NH:7][C@H:8]([CH2:25][C:26]1[CH:31]=[C:30]([F:32])[C:29]([F:33])=[CH:28][C:27]=1[F:34])[CH2:9][C:10](=[O:24])[N:11]1[CH2:16][CH2:15][N:14]2[C:17]([C:20]([F:22])([F:21])[F:23])=[N:18][C:19]([Br:36])=[C:13]2[CH2:12]1)([CH3:4])([CH3:2])[CH3:3]. The catalyst class is: 8. (3) Reactant: [CH2:1]([N:8]1[C:16]2[C:11](=[CH:12][CH:13]=[C:14]([OH:17])[CH:15]=2)[C:10]([C:18]([NH:20][CH2:21][C:22]2[CH:27]=[CH:26][C:25]([F:28])=[C:24]([F:29])[CH:23]=2)=[O:19])=[C:9]1[CH:30]([CH3:32])[CH3:31])[C:2]1[CH:7]=[CH:6][CH:5]=[CH:4][CH:3]=1.C([O-])([O-])=O.[K+].[K+].I[CH2:40][CH2:41][CH3:42]. Product: [CH2:1]([N:8]1[C:16]2[C:11](=[CH:12][CH:13]=[C:14]([O:17][CH2:40][CH2:41][CH3:42])[CH:15]=2)[C:10]([C:18]([NH:20][CH2:21][C:22]2[CH:27]=[CH:26][C:25]([F:28])=[C:24]([F:29])[CH:23]=2)=[O:19])=[C:9]1[CH:30]([CH3:32])[CH3:31])[C:2]1[CH:7]=[CH:6][CH:5]=[CH:4][CH:3]=1. The catalyst class is: 3. (4) Reactant: Br[C:2]1[CH:7]=[CH:6][CH:5]=[CH:4][C:3]=1[C:8]1[N:9]([CH2:23][C:24]2[CH:29]=[CH:28][C:27]([C:30]([CH3:33])([CH3:32])[CH3:31])=[CH:26][CH:25]=2)[C:10](=[O:22])[C:11]([C:15]([NH:17][CH2:18][C:19]([OH:21])=[O:20])=[O:16])=[C:12]([OH:14])[N:13]=1.[F:34][C:35]([F:46])([F:45])[C:36]1[CH:41]=[CH:40][C:39](B(O)O)=[CH:38][CH:37]=1.C(=O)([O-])[O-].[Na+].[Na+].Cl. Product: [CH3:33][C:30]([C:27]1[CH:26]=[CH:25][C:24]([CH2:23][N:9]2[C:10](=[O:22])[C:11]([C:15]([NH:17][CH2:18][C:19]([OH:21])=[O:20])=[O:16])=[C:12]([OH:14])[N:13]=[C:8]2[C:3]2[CH:4]=[CH:5][CH:6]=[CH:7][C:2]=2[C:39]2[CH:40]=[CH:41][C:36]([C:35]([F:46])([F:45])[F:34])=[CH:37][CH:38]=2)=[CH:29][CH:28]=1)([CH3:31])[CH3:32]. The catalyst class is: 203. (5) Reactant: [OH:1][CH:2]1[CH2:7][CH2:6][NH:5][CH2:4][CH2:3]1.[C:8](Cl)(=[O:15])[C:9]1[CH:14]=[CH:13][CH:12]=[CH:11][CH:10]=1. Product: [C:9]1([C:8]([N:5]2[CH2:6][CH2:7][CH:2]([OH:1])[CH2:3][CH2:4]2)=[O:15])[CH:14]=[CH:13][CH:12]=[CH:11][CH:10]=1. The catalyst class is: 202. (6) Reactant: [NH2:1][C:2]1[C:11]([OH:12])=[CH:10][CH:9]=[CH:8][C:3]=1[C:4]([O:6][CH3:7])=[O:5].[F:13][C:14]1[CH:22]=[CH:21][C:17]([C:18](O)=[O:19])=[CH:16][CH:15]=1.CN(C(ON1N=NC2C=CC=NC1=2)=[N+](C)C)C.F[P-](F)(F)(F)(F)F. Product: [F:13][C:14]1[CH:22]=[CH:21][C:17]([C:18]([NH:1][C:2]2[C:11]([OH:12])=[CH:10][CH:9]=[CH:8][C:3]=2[C:4]([O:6][CH3:7])=[O:5])=[O:19])=[CH:16][CH:15]=1. The catalyst class is: 6. (7) Reactant: C1([Li])C=CC=CC=1.[Cl-].[C:9]1([CH2:14][P+](C2C=CC=CC=2)(C2C=CC=CC=2)C2C=CC=CC=2)[S:13][CH:12]=[CH:11][CH:10]=1.[CH2:34]([N:38]([CH2:51][CH2:52][CH2:53][CH3:54])[C:39]1[CH:44]=[CH:43][C:42]([CH:45]=[CH:46][CH:47]=O)=[C:41]([O:49][CH3:50])[CH:40]=1)[CH2:35][CH2:36][CH3:37].O. Product: [CH2:34]([N:38]([CH2:51][CH2:52][CH2:53][CH3:54])[C:39]1[CH:44]=[CH:43][C:42]([CH:45]=[CH:46][CH:47]=[CH:14][C:9]2[S:13][CH:12]=[CH:11][CH:10]=2)=[C:41]([O:49][CH3:50])[CH:40]=1)[CH2:35][CH2:36][CH3:37]. The catalyst class is: 54.